This data is from Forward reaction prediction with 1.9M reactions from USPTO patents (1976-2016). The task is: Predict the product of the given reaction. The product is: [Br:1][C:2]1[CH:3]=[C:4]([NH:14][C:16]2[C:25]3[C:20](=[CH:21][C:22]([F:27])=[CH:23][C:24]=3[F:26])[N:19]=[C:18]([C:28]3[CH:33]=[CH:32][CH:31]=[CH:30][N:29]=3)[C:17]=2[CH3:34])[C:5]([N:8]2[CH2:13][CH2:12][CH2:11][CH2:10][CH2:9]2)=[N:6][CH:7]=1. Given the reactants [Br:1][C:2]1[CH:3]=[C:4]([NH2:14])[C:5]([N:8]2[CH2:13][CH2:12][CH2:11][CH2:10][CH2:9]2)=[N:6][CH:7]=1.Cl[C:16]1[C:25]2[C:20](=[CH:21][C:22]([F:27])=[CH:23][C:24]=2[F:26])[N:19]=[C:18]([C:28]2[CH:33]=[CH:32][CH:31]=[CH:30][N:29]=2)[C:17]=1[CH3:34].Cl.O1CCOCC1, predict the reaction product.